From a dataset of Peptide-MHC class II binding affinity with 134,281 pairs from IEDB. Regression. Given a peptide amino acid sequence and an MHC pseudo amino acid sequence, predict their binding affinity value. This is MHC class II binding data. (1) The peptide sequence is YVDRFFKTLRAEQATQDV. The MHC is DRB1_0101 with pseudo-sequence DRB1_0101. The binding affinity (normalized) is 0.895. (2) The peptide sequence is TLWQRPVVTIKIGGQLREAL. The MHC is HLA-DPA10201-DPB10101 with pseudo-sequence HLA-DPA10201-DPB10101. The binding affinity (normalized) is 0.263. (3) The peptide sequence is WNTDIKTLKFDALSG. The MHC is DRB1_1301 with pseudo-sequence DRB1_1301. The binding affinity (normalized) is 0.351. (4) The peptide sequence is GELQIVDWIDAAFKI. The MHC is DRB3_0202 with pseudo-sequence DRB3_0202. The binding affinity (normalized) is 0.119.